Dataset: Peptide-MHC class II binding affinity with 134,281 pairs from IEDB. Task: Regression. Given a peptide amino acid sequence and an MHC pseudo amino acid sequence, predict their binding affinity value. This is MHC class II binding data. (1) The peptide sequence is DTRLMRLEDEMKEGR. The MHC is DRB1_0301 with pseudo-sequence DRB1_0301. The binding affinity (normalized) is 0.230. (2) The peptide sequence is EKKYFAATQFEPLAY. The MHC is DRB1_0101 with pseudo-sequence DRB1_0101. The binding affinity (normalized) is 0.606. (3) The peptide sequence is EKKYFAATQFEPFAA. The MHC is HLA-DQA10501-DQB10201 with pseudo-sequence HLA-DQA10501-DQB10201. The binding affinity (normalized) is 0.511. (4) The peptide sequence is VLAELVKQIKVRVDM. The MHC is DRB1_0701 with pseudo-sequence DRB1_0701. The binding affinity (normalized) is 0.463. (5) The binding affinity (normalized) is 0.382. The MHC is DRB1_1101 with pseudo-sequence DRB1_1101. The peptide sequence is ISPYNSQNAVASKIL. (6) The peptide sequence is GPVFTFLAYLVLDPL. The MHC is HLA-DPA10301-DPB10402 with pseudo-sequence HLA-DPA10301-DPB10402. The binding affinity (normalized) is 0.764. (7) The peptide sequence is ASIIRLVGAVLAEQH. The MHC is DRB1_1101 with pseudo-sequence DRB1_1101. The binding affinity (normalized) is 0.636. (8) The peptide sequence is QPCNGVTMNDVKIEY. The MHC is HLA-DPA10301-DPB10402 with pseudo-sequence HLA-DPA10301-DPB10402. The binding affinity (normalized) is 0.325. (9) The peptide sequence is KKWNSITVMPLLCGIGC. The MHC is DRB3_0301 with pseudo-sequence DRB3_0301. The binding affinity (normalized) is 0.689.